Dataset: Catalyst prediction with 721,799 reactions and 888 catalyst types from USPTO. Task: Predict which catalyst facilitates the given reaction. Reactant: [CH3:1][O-:2].[Na+].[Na].[F:5][C:6]1[CH:11]=[C:10]([N+:12]([O-:14])=[O:13])[C:9](F)=[C:8]([F:16])[C:7]=1F.C(O)(=O)C[C:20](CC(O)=O)(C(O)=O)[OH:21]. Product: [F:5][C:6]1[CH:11]=[C:10]([N+:12]([O-:14])=[O:13])[C:9]([O:21][CH3:20])=[C:8]([F:16])[C:7]=1[O:2][CH3:1]. The catalyst class is: 5.